From a dataset of Catalyst prediction with 721,799 reactions and 888 catalyst types from USPTO. Predict which catalyst facilitates the given reaction. (1) Reactant: Cl[C:2]1[N:3]=[CH:4][C:5]2[NH:10][C:9]([C:11]3[C:16]([F:17])=[CH:15][CH:14]=[CH:13][C:12]=3[Cl:18])=[CH:8][C:6]=2[N:7]=1.[CH3:19][N:20]([CH3:34])[S:21]([C:24]1[CH:29]=[CH:28][C:27](B(O)O)=[C:26]([CH3:33])[CH:25]=1)(=[O:23])=[O:22].C(=O)([O-])[O-].[K+].[K+]. Product: [Cl:18][C:12]1[CH:13]=[CH:14][CH:15]=[C:16]([F:17])[C:11]=1[C:9]1[NH:10][C:5]2[CH:4]=[N:3][C:2]([C:27]3[CH:28]=[CH:29][C:24]([S:21]([N:20]([CH3:34])[CH3:19])(=[O:23])=[O:22])=[CH:25][C:26]=3[CH3:33])=[N:7][C:6]=2[CH:8]=1. The catalyst class is: 38. (2) The catalyst class is: 2. Product: [Cl:39][C:40]1[C:41]([CH2:46][NH:47][C:35]([C@@H:32]2[CH2:31][CH2:30][C@@H:29]3[N:34]([C:26](=[O:25])[CH2:27][CH2:28]3)[CH2:33]2)=[O:37])=[N:42][CH:43]=[CH:44][N:45]=1. Reactant: CN(C(ON1N=NC2C=CC=NC1=2)=[N+](C)C)C.F[P-](F)(F)(F)(F)F.[O:25]=[C:26]1[N:34]2[C@@H:29]([CH2:30][CH2:31][C@@H:32]([C:35]([OH:37])=O)[CH2:33]2)[CH2:28][CH2:27]1.Cl.[Cl:39][C:40]1[C:41]([CH2:46][NH2:47])=[N:42][CH:43]=[CH:44][N:45]=1.CCN(C(C)C)C(C)C.